This data is from Catalyst prediction with 721,799 reactions and 888 catalyst types from USPTO. The task is: Predict which catalyst facilitates the given reaction. (1) Reactant: O.[CH3:2][C:3]1[S:7][C:6]2[NH:8][C:9]3[CH:10]=[CH:11][CH:12]=[CH:13][C:14]=3[N:15]=[C:16]([N:17]3[CH2:22][CH2:21][N:20]([CH3:23])[CH2:19][CH2:18]3)[C:5]=2[CH:4]=1.[CH3:24][CH:25]([CH2:27][CH2:28][CH2:29][C@H:30]([C@@H:32]1[C@:50]2([CH3:51])[C@H:35]([C@H:36]3[C@H:47]([CH2:48][CH2:49]2)[C@:45]2([CH3:46])[C:39]([CH2:40][C@H:41]([CH2:43][CH2:44]2)[OH:42])=[CH:38][CH2:37]3)[CH2:34][CH2:33]1)[CH3:31])[CH3:26]. Product: [CH3:2][C:3]1[S:7][C:6]2[NH:8][C:9]3[CH:10]=[CH:11][CH:12]=[CH:13][C:14]=3[N:15]=[C:16]([N:17]3[CH2:18][CH2:19][N:20]([CH3:23])[CH2:21][CH2:22]3)[C:5]=2[CH:4]=1.[CH3:26][CH:25]([CH2:27][CH2:28][CH2:29][C@H:30]([C@@H:32]1[C@:50]2([CH3:51])[C@H:35]([C@H:36]3[C@H:47]([CH2:48][CH2:49]2)[C@:45]2([CH3:46])[C:39]([CH2:40][C@H:41]([CH2:43][CH2:44]2)[OH:42])=[CH:38][CH2:37]3)[CH2:34][CH2:33]1)[CH3:31])[CH3:24]. The catalyst class is: 2. (2) Reactant: [CH3:1][C:2]1[N:3]=[C:4]([C:10]2[CH:11]=[N:12][CH:13]=[CH:14][CH:15]=2)[NH:5][C:6]=1[C:7]([OH:9])=O.CCN(C(C)C)C(C)C.C1C=C2N=NN(O)C2=CC=1.O.CCN=C=NCCCN(C)C.[NH2:47][C@@H:48]([CH3:64])[CH2:49][N:50]1[CH:54]=[CH:53][C:52]([C:55]2[CH:62]=[CH:61][C:58]([C:59]#[N:60])=[C:57]([Cl:63])[CH:56]=2)=[N:51]1. Product: [Cl:63][C:57]1[CH:56]=[C:55]([C:52]2[CH:53]=[CH:54][N:50]([CH2:49][C@@H:48]([NH:47][C:7]([C:6]3[NH:5][C:4]([C:10]4[CH:11]=[N:12][CH:13]=[CH:14][CH:15]=4)=[N:3][C:2]=3[CH3:1])=[O:9])[CH3:64])[N:51]=2)[CH:62]=[CH:61][C:58]=1[C:59]#[N:60]. The catalyst class is: 18.